Dataset: Full USPTO retrosynthesis dataset with 1.9M reactions from patents (1976-2016). Task: Predict the reactants needed to synthesize the given product. Given the product [CH2:1]([O:8][C:9]1[CH:15]=[C:14]([F:16])[C:13]([F:17])=[CH:12][C:10]=1[NH:11][NH2:18])[C:2]1[CH:3]=[CH:4][CH:5]=[CH:6][CH:7]=1, predict the reactants needed to synthesize it. The reactants are: [CH2:1]([O:8][C:9]1[CH:15]=[C:14]([F:16])[C:13]([F:17])=[CH:12][C:10]=1[NH2:11])[C:2]1[CH:7]=[CH:6][CH:5]=[CH:4][CH:3]=1.[N:18]([O-])=O.[Na+].O.O.[Sn](Cl)Cl.[OH-].[Na+].